Task: Predict the product of the given reaction.. Dataset: Forward reaction prediction with 1.9M reactions from USPTO patents (1976-2016) Given the reactants [C:1]([C:5]1[N:10]=[C:9]2[NH:11][N:12]=[CH:13][C:8]2=[C:7]([N:14]2[CH2:18][CH2:17][C:16]([F:20])([F:19])[CH2:15]2)[N:6]=1)([CH3:4])([CH3:3])[CH3:2].Cl[CH2:22][C:23]1[N:27]([CH:28]2[CH2:30][CH2:29]2)[N:26]=[N:25][N:24]=1.C(=O)([O-])[O-].[Cs+].[Cs+], predict the reaction product. The product is: [C:1]([C:5]1[N:10]=[C:9]2[N:11]([CH2:22][C:23]3[N:27]([CH:28]4[CH2:30][CH2:29]4)[N:26]=[N:25][N:24]=3)[N:12]=[CH:13][C:8]2=[C:7]([N:14]2[CH2:18][CH2:17][C:16]([F:19])([F:20])[CH2:15]2)[N:6]=1)([CH3:4])([CH3:2])[CH3:3].